This data is from Full USPTO retrosynthesis dataset with 1.9M reactions from patents (1976-2016). The task is: Predict the reactants needed to synthesize the given product. (1) Given the product [Cl:1][C:2]1[C:3]([CH2:4][OH:5])=[C:7]([C:11]2[CH:12]=[CH:13][CH:14]=[CH:15][CH:16]=2)[CH:8]=[CH:9][N:10]=1, predict the reactants needed to synthesize it. The reactants are: [Cl:1][C:2]1[N:10]=[CH:9][CH:8]=[C:7]([C:11]2[CH:16]=[CH:15][CH:14]=[CH:13][CH:12]=2)[C:3]=1[C:4](O)=[O:5].S(Cl)(Cl)=O. (2) Given the product [Cl:1][C:2]1[CH:7]=[CH:6][C:5]([C:8]2([C:13]3[CH:14]=[CH:15][C:16]4[C:17]([CH:18]=3)=[C:22]([C:23]3[CH:28]=[CH:27][CH:26]=[C:25]([CH3:29])[CH:24]=3)[O:20][N:19]=4)[O:9][CH2:10][CH2:11][O:12]2)=[CH:4][CH:3]=1, predict the reactants needed to synthesize it. The reactants are: [Cl:1][C:2]1[CH:7]=[CH:6][C:5]([C:8]2([C:13]3[CH:18]=[CH:17][C:16]([N+:19]([O-])=[O:20])=[CH:15][CH:14]=3)[O:12][CH2:11][CH2:10][O:9]2)=[CH:4][CH:3]=1.[CH3:22][C:23]1[CH:24]=[C:25]([CH2:29]C#N)[CH:26]=[CH:27][CH:28]=1.[OH-].[Na+].O. (3) Given the product [C:38]([C:42]1[N:52]([C:53]([NH2:55])=[O:54])[C:45]2=[C:46]([Cl:51])[N:47]=[CH:48][C:49]([OH:21])=[C:44]2[CH:43]=1)([CH3:41])([CH3:40])[CH3:39], predict the reactants needed to synthesize it. The reactants are: C1(P(C2CCCCC2)C2CCCCC2)CCCCC1.B1(B2OC(C)(C)C(C)(C)O2)OC(C)(C)C(C)(C)[O:21]1.[C:38]([C:42]1[N:52]([C:53]([NH2:55])=[O:54])[C:45]2=[C:46]([Cl:51])[N:47]=[CH:48][C:49](Br)=[C:44]2[CH:43]=1)([CH3:41])([CH3:40])[CH3:39].CC([O-])=O.[K+].OO. (4) Given the product [NH2:23][C:24]([C:26]1[CH:27]=[CH:28][C:29]([O:30][CH2:31][C:32]([CH:42]2[CH2:43][CH2:44][N:39]([C:45]([O:47][C:48]3[CH:49]=[N:50][CH:51]=[CH:52][CH:53]=3)=[O:46])[CH2:40][CH2:41]2)=[O:34])=[CH:35][CH:36]=1)=[O:25], predict the reactants needed to synthesize it. The reactants are: Cl.CN(C)CCCN=C=NCC.ON1C2C=CC=CC=2N=N1.[NH2:23][C:24]([C:26]1[CH:36]=[CH:35][C:29]([O:30][CH2:31][C:32]([OH:34])=O)=[CH:28][CH:27]=1)=[O:25].Cl.Cl.[N:39]1([C:45]([O:47][C:48]2[CH:49]=[N:50][CH:51]=[CH:52][CH:53]=2)=[O:46])[CH2:44][CH2:43][CH2:42][CH2:41][CH2:40]1.C(=O)([O-])O.[Na+]. (5) Given the product [C:5]([N:62]([C:55]([O:57][C:58]([CH3:60])([CH3:61])[CH3:59])=[O:56])[C:63](=[NH:66])[S:64][CH3:65])([CH3:9])([CH3:6])[CH3:4].[CH3:1][O:2][C:3]1[CH:4]=[C:5]2[C:9](=[CH:10][CH:11]=1)[NH:8][CH:7]=[C:6]2[CH2:12][C:13]([O:15][C:55](=[O:56])[NH:62][C:63]([S:64][CH3:65])=[NH:66])=[O:14], predict the reactants needed to synthesize it. The reactants are: [CH3:1][O:2][C:3]1[CH:4]=[C:5]2[C:9](=[CH:10][CH:11]=1)[NH:8][CH:7]=[C:6]2[CH2:12][C:13]([OH:15])=[O:14].C(Cl)Cl.CC#N.CCN(C(C)C)C(C)C.CN(C(ON1N=NC2C=CC=NC1=2)=[N+](C)C)C.F[P-](F)(F)(F)(F)F.[C:55]([NH:62][C:63](=[NH:66])[S:64][CH3:65])([O:57][C:58]([CH3:61])([CH3:60])[CH3:59])=[O:56]. (6) The reactants are: [CH2:1]([O:8][CH2:9][CH2:10][CH2:11][CH2:12][CH2:13][CH2:14][CH2:15][CH2:16]O)[C:2]1[CH:7]=[CH:6][CH:5]=[CH:4][CH:3]=1.C(OCCCCCCCCCC[NH2:35])CCCCC. Given the product [CH2:1]([O:8][CH2:9][CH2:10][CH2:11][CH2:12][CH2:13][CH2:14][CH2:15][CH2:16][NH2:35])[C:2]1[CH:7]=[CH:6][CH:5]=[CH:4][CH:3]=1, predict the reactants needed to synthesize it. (7) Given the product [Cl:10][C:7]1[CH:8]=[CH:9][C:4]([C:2]2([CH3:1])[O:13][CH2:12][CH2:11][O:3]2)=[CH:5][CH:6]=1, predict the reactants needed to synthesize it. The reactants are: [CH3:1][C:2]([C:4]1[CH:9]=[CH:8][C:7]([Cl:10])=[CH:6][CH:5]=1)=[O:3].[CH2:11](O)[CH2:12][OH:13].CO.